This data is from Forward reaction prediction with 1.9M reactions from USPTO patents (1976-2016). The task is: Predict the product of the given reaction. Given the reactants [CH:1]1([C:7]2([OH:12])[CH2:11][CH2:10][CH2:9][CH2:8]2)[CH2:6][CH2:5][CH2:4][CH2:3][CH2:2]1.[C:13](Cl)(=[O:16])[CH:14]=[CH2:15].C(N(CC)CC)C, predict the reaction product. The product is: [C:13]([O:12][C:7]1([CH:1]2[CH2:2][CH2:3][CH2:4][CH2:5][CH2:6]2)[CH2:8][CH2:9][CH2:10][CH2:11]1)(=[O:16])[CH:14]=[CH2:15].